The task is: Predict the product of the given reaction.. This data is from Forward reaction prediction with 1.9M reactions from USPTO patents (1976-2016). (1) Given the reactants O.[N-:2]=[N+:3]=[N-:4].[Na+].[Cl-].[NH4+].[F:8][C:9]1[CH:14]=[CH:13][C:12]([C:15]2([C:23]3[CH:28]=[CH:27][C:26]([F:29])=[CH:25][CH:24]=3)[C@H:17]([CH2:18][O:19][CH2:20][O:21][CH3:22])[NH:16]2)=[CH:11][CH:10]=1, predict the reaction product. The product is: [N:2]([C:15]([C:12]1[CH:13]=[CH:14][C:9]([F:8])=[CH:10][CH:11]=1)([C:23]1[CH:28]=[CH:27][C:26]([F:29])=[CH:25][CH:24]=1)[C@@H:17]([NH2:16])[CH2:18][O:19][CH2:20][O:21][CH3:22])=[N+:3]=[N-:4]. (2) Given the reactants [CH3:1][O:2][C:3]([C:5]1[CH:6]=[C:7]([CH2:11][O:12][CH2:13][C@@H:14]([C:16]([NH:18]C(OC(C)(C)C)=O)=[O:17])[NH2:15])[CH:8]=[CH:9][CH:10]=1)=[O:4].[ClH:26], predict the reaction product. The product is: [CH3:1][O:2][C:3]([C:5]1[CH:6]=[C:7]([CH2:11][O:12][CH2:13][C@@H:14]([C:16]([NH2:18])=[O:17])[NH2:15])[CH:8]=[CH:9][CH:10]=1)=[O:4].[ClH:26]. (3) The product is: [ClH:20].[CH3:1][C:2]1[O:6][N:5]=[C:4]([CH:7]2[CH2:12][CH2:11][CH2:10][CH2:9][NH:8]2)[N:3]=1. Given the reactants [CH3:1][C:2]1[O:6][N:5]=[C:4]([CH:7]2[CH2:12][CH2:11][CH2:10][CH2:9][N:8]2C(OC(C)(C)C)=O)[N:3]=1.[ClH:20], predict the reaction product. (4) Given the reactants C(OC(=O)[N:7]([CH2:36][CH3:37])[CH2:8][C:9]1[CH:10]=[N:11][CH:12]=[C:13]([C:16]2[CH:17]=[C:18]3[C:22](=[CH:23][CH:24]=2)[N:21](C2CCCCO2)[N:20]=[C:19]3[C:31]2[NH:32][CH:33]=[CH:34][N:35]=2)[C:14]=1[CH3:15])(C)(C)C.FC(F)(F)C(O)=O.C([SiH](CC)CC)C.[OH-].[Na+], predict the reaction product. The product is: [CH2:36]([NH:7][CH2:8][C:9]1[C:14]([CH3:15])=[C:13]([C:16]2[CH:17]=[C:18]3[C:22](=[CH:23][CH:24]=2)[NH:21][N:20]=[C:19]3[C:31]2[NH:35][CH:34]=[CH:33][N:32]=2)[CH:12]=[N:11][CH:10]=1)[CH3:37]. (5) Given the reactants [C:1]([C:3]1[C:8]([N:9]2[C:13]([S:14]([C:17]3[CH:22]=[CH:21][CH:20]=[CH:19][CH:18]=3)(=[O:16])=[O:15])=[CH:12][C:11]([CH2:23][N:24](C)[C:25](=O)OC(C)(C)C)=[N:10]2)=[CH:7][CH:6]=[CH:5][N:4]=1)#[N:2].C(OCC)(=O)C.C(OCC)(=O)C.[ClH:45], predict the reaction product. The product is: [ClH:45].[CH3:25][NH:24][CH2:23][C:11]1[CH:12]=[C:13]([S:14]([C:17]2[CH:18]=[CH:19][CH:20]=[CH:21][CH:22]=2)(=[O:15])=[O:16])[N:9]([C:8]2[C:3]([C:1]#[N:2])=[N:4][CH:5]=[CH:6][CH:7]=2)[N:10]=1. (6) Given the reactants [C:1]([O:5][C:6]([NH:8][CH:9]([CH2:36][C:37]1[CH:42]=[CH:41][C:40]([F:43])=[CH:39][CH:38]=1)[C:10]([N:12]1[CH2:17][CH2:16][N:15]([CH:18]([CH2:22][C:23]2[CH:32]=[CH:31][C:30]3[C:25](=[CH:26][CH:27]=[CH:28][CH:29]=3)[CH:24]=2)[C:19]([OH:21])=O)[CH2:14][CH:13]1[CH2:33][O:34][CH3:35])=[O:11])=[O:7])([CH3:4])([CH3:3])[CH3:2].C1C[N:47]([P+](ON2N=NC3C=CC=CC2=3)(N2CCCC2)N2CCCC2)[CH2:46]C1.F[P-](F)(F)(F)(F)F.CN.C1COCC1.C(N(CC)CC)C, predict the reaction product. The product is: [C:1]([O:5][C:6](=[O:7])[NH:8][CH:9]([CH2:36][C:37]1[CH:38]=[CH:39][C:40]([F:43])=[CH:41][CH:42]=1)[C:10]([N:12]1[CH2:17][CH2:16][N:15]([CH:18]([C:19](=[O:21])[NH:47][CH3:46])[CH2:22][C:23]2[CH:32]=[CH:31][C:30]3[C:25](=[CH:26][CH:27]=[CH:28][CH:29]=3)[CH:24]=2)[CH2:14][CH:13]1[CH2:33][O:34][CH3:35])=[O:11])([CH3:3])([CH3:2])[CH3:4]. (7) Given the reactants [C:1]1([CH:8]=[CH:7][CH:6]=[C:4]([OH:5])[CH:3]=1)[OH:2].[F:9][C:10]1[CH:11]=[C:12]([CH:15]=[CH:16][CH:17]=1)[CH2:13]Br, predict the reaction product. The product is: [F:9][C:10]1[CH:11]=[C:12]([CH:15]=[CH:16][CH:17]=1)[CH2:13][O:2][C:1]1[CH:3]=[C:4]([OH:5])[CH:6]=[CH:7][CH:8]=1. (8) Given the reactants Cl[C:2]1[N:3]=[N:4][C:5]([Cl:11])=[CH:6][C:7]=1[C:8](O)=[O:9].[C:12]([C:16]1[CH:22]=[CH:21][C:19]([NH2:20])=[CH:18][CH:17]=1)([CH3:15])([CH3:14])[CH3:13].CN(C([O:30][N:31]1[N:39]=[N:38][C:33]2[CH:34]=[CH:35][CH:36]=[CH:37][C:32]1=2)=[N+](C)C)C.[B-](F)(F)(F)F.CCN(C(C)C)C(C)C, predict the reaction product. The product is: [C:12]([C:16]1[CH:17]=[CH:18][C:19]([NH:20][C:8]([C:7]2[CH:6]=[C:5]([Cl:11])[N:4]=[N:3][C:2]=2[O:30][N:31]2[C:32]3[CH:37]=[CH:36][CH:35]=[CH:34][C:33]=3[N:38]=[N:39]2)=[O:9])=[CH:21][CH:22]=1)([CH3:15])([CH3:13])[CH3:14]. (9) Given the reactants [O:1]([C:8]1[C:21](=[O:22])[N:20]([CH3:23])[C:11]2[N:12]=[C:13](S(C)(=O)=O)[N:14]=[CH:15][C:10]=2[CH:9]=1)[C:2]1[CH:7]=[CH:6][CH:5]=[CH:4][CH:3]=1.[NH2:24][CH2:25][CH2:26][CH2:27][N:28]1[CH2:33][CH2:32][N:31]([CH3:34])[CH2:30][CH2:29]1.CO, predict the reaction product. The product is: [CH3:23][N:20]1[C:11]2[N:12]=[C:13]([NH:24][CH2:25][CH2:26][CH2:27][N:28]3[CH2:29][CH2:30][N:31]([CH3:34])[CH2:32][CH2:33]3)[N:14]=[CH:15][C:10]=2[CH:9]=[C:8]([O:1][C:2]2[CH:7]=[CH:6][CH:5]=[CH:4][CH:3]=2)[C:21]1=[O:22]. (10) Given the reactants [NH2:1][C:2]1[CH:3]=[N:4][CH:5]=[CH:6][C:7]=1[N:8]1[CH2:13][C@H:12]([CH3:14])[CH2:11][C@H:10]([NH:15][C:16](=[O:22])[O:17][C:18]([CH3:21])([CH3:20])[CH3:19])[CH2:9]1.[Br:23][C:24]1[C:28]2=[N:29][C:30]([C:33](O)=[O:34])=[CH:31][CH:32]=[C:27]2[O:26][CH:25]=1.CCN(C(C)C)C(C)C.CN(C(ON1N=NC2C=CC=NC1=2)=[N+](C)C)C.F[P-](F)(F)(F)(F)F, predict the reaction product. The product is: [Br:23][C:24]1[C:28]2=[N:29][C:30]([C:33]([NH:1][C:2]3[CH:3]=[N:4][CH:5]=[CH:6][C:7]=3[N:8]3[CH2:13][C@H:12]([CH3:14])[CH2:11][C@H:10]([NH:15][C:16](=[O:22])[O:17][C:18]([CH3:21])([CH3:20])[CH3:19])[CH2:9]3)=[O:34])=[CH:31][CH:32]=[C:27]2[O:26][CH:25]=1.